Dataset: Forward reaction prediction with 1.9M reactions from USPTO patents (1976-2016). Task: Predict the product of the given reaction. Given the reactants [NH2:1][C@:2]12[CH2:37][CH2:36][C@@H:35]([C:38]([CH3:40])=[CH2:39])[C@@H:3]1[C@@H:4]1[C@@:17]([CH3:20])([CH2:18][CH2:19]2)[C@@:16]2([CH3:21])[C@@H:7]([C@:8]3([CH3:34])[C@@H:13]([CH2:14][CH2:15]2)[C:12]([CH3:23])([CH3:22])[C:11]([C:24]2[CH:33]=[CH:32][C:27]([C:28]([O:30]C)=[O:29])=[CH:26][CH:25]=2)=[CH:10][CH2:9]3)[CH2:6][CH2:5]1.CN(C)CCC(N[C@]12CC[C@@H](C(C)=C)[C@@H]1[C@@H]1[C@@](C)(CC2)[C@@]2(C)[C@@H]([C@]3(C)[C@@H](CC2)C(C)(C)C(C2C=CC(C(O)=O)=CC=2)=CC3)CC1)=O.[C:87]([O:91][C:92]([NH:94][C@H:95]1[CH2:99][CH2:98][N:97]([CH2:100][C:101]([OH:103])=O)[C:96]1=[O:104])=[O:93])([CH3:90])([CH3:89])[CH3:88], predict the reaction product. The product is: [C:87]([O:91][C:92]([NH:94][C@H:95]1[CH2:99][CH2:98][N:97]([CH2:100][C:101]([NH:1][C@:2]23[CH2:37][CH2:36][C@@H:35]([C:38]([CH3:40])=[CH2:39])[C@@H:3]2[C@@H:4]2[C@@:17]([CH3:20])([CH2:18][CH2:19]3)[C@@:16]3([CH3:21])[C@@H:7]([C@:8]4([CH3:34])[C@@H:13]([CH2:14][CH2:15]3)[C:12]([CH3:23])([CH3:22])[C:11]([C:24]3[CH:25]=[CH:26][C:27]([C:28]([OH:30])=[O:29])=[CH:32][CH:33]=3)=[CH:10][CH2:9]4)[CH2:6][CH2:5]2)=[O:103])[C:96]1=[O:104])=[O:93])([CH3:88])([CH3:89])[CH3:90].